The task is: Predict the reaction yield, written as a fraction of the theoretical maximum amount of product (1.0 means a 100% yield; for example, 0.34 means a 34% yield).. This data is from Reaction yield outcomes from USPTO patents with 853,638 reactions. (1) The reactants are [C:1]([O:5][C:6]([N:8]1[CH2:12][CH:11]([C:13]#[N:14])[CH2:10][CH:9]1[C:15]1[NH:16][C:17]([C:20]2[CH:25]=[CH:24][C:23](Br)=[CH:22][CH:21]=2)=[CH:18][N:19]=1)=[O:7])([CH3:4])([CH3:3])[CH3:2].[B:27]1([B:27]2[O:31][C:30]([CH3:33])([CH3:32])[C:29]([CH3:35])([CH3:34])[O:28]2)[O:31][C:30]([CH3:33])([CH3:32])[C:29]([CH3:35])([CH3:34])[O:28]1.CC([O-])=O.[K+]. The catalyst is O1CCOCC1.C1C=CC(P(C2C=CC=CC=2)[C-]2C=CC=C2)=CC=1.C1C=CC(P(C2C=CC=CC=2)[C-]2C=CC=C2)=CC=1.Cl[Pd]Cl.[Fe+2]. The product is [C:1]([O:5][C:6]([N:8]1[CH2:12][CH:11]([C:13]#[N:14])[CH2:10][CH:9]1[C:15]1[NH:16][C:17]([C:20]2[CH:25]=[CH:24][C:23]([B:27]3[O:31][C:30]([CH3:33])([CH3:32])[C:29]([CH3:35])([CH3:34])[O:28]3)=[CH:22][CH:21]=2)=[CH:18][N:19]=1)=[O:7])([CH3:4])([CH3:3])[CH3:2]. The yield is 0.480. (2) The reactants are [CH3:1][C:2]([OH:6])([C:4]#[CH:5])[CH3:3].[Li]CCCC.[Cl:12][C:13]1[CH:14]=[C:15]([CH:18]=[CH:19][C:20]=1[O:21][CH3:22])[CH:16]=[O:17]. The catalyst is C1COCC1. The product is [Cl:12][C:13]1[CH:14]=[C:15]([CH:16]([OH:17])[C:5]#[C:4][C:2]([CH3:3])([OH:6])[CH3:1])[CH:18]=[CH:19][C:20]=1[O:21][CH3:22]. The yield is 0.260. (3) The reactants are [Br:1][C:2]1[CH:3]=[C:4]([CH:7]=[CH:8][CH:9]=1)[CH:5]=[O:6].[CH2:10](O)[CH2:11][OH:12].C(=O)(O)[O-].[Na+]. The catalyst is C1(C)C=CC=CC=1.O.C1(C)C=CC(S(O)(=O)=O)=CC=1. The product is [Br:1][C:2]1[CH:3]=[C:4]([CH:5]2[O:12][CH2:11][CH2:10][O:6]2)[CH:7]=[CH:8][CH:9]=1. The yield is 0.970. (4) The reactants are [F:1][C:2]([F:36])([F:35])[C:3]1[CH:4]=[C:5]([CH:32]=[CH:33][CH:34]=1)[C:6]([NH:8][CH2:9][C:10]([NH:12][C@@H:13]1[CH2:17][CH2:16][N:15]([CH:18]2[CH2:22][CH2:21][N:20]([C:23]3[CH:31]=[CH:30][C:26]([C:27]([OH:29])=O)=[CH:25][CH:24]=3)[CH2:19]2)[CH2:14]1)=[O:11])=[O:7].CN(C(ON1N=N[C:47]2C=[CH:49][CH:50]=[N:51][C:46]1=2)=[N+](C)C)C.F[P-](F)(F)(F)(F)F.C(N(CC)C(C)C)(C)C.ON1C2C=CC=CC=2N=N1.C([O-])(O)=O.[Na+]. The catalyst is CN(C=O)C.ClCCl. The product is [CH2:50]([N:51]([CH2:46][CH3:47])[C:27](=[O:29])[C:26]1[CH:25]=[CH:24][C:23]([N:20]2[CH2:21][CH2:22][CH:18]([N:15]3[CH2:16][CH2:17][C@@H:13]([NH:12][C:10](=[O:11])[CH2:9][NH:8][C:6](=[O:7])[C:5]4[CH:32]=[CH:33][CH:34]=[C:3]([C:2]([F:36])([F:1])[F:35])[CH:4]=4)[CH2:14]3)[CH2:19]2)=[CH:31][CH:30]=1)[CH3:49]. The yield is 0.820. (5) The reactants are [CH2:1]([O:4][CH:5]1[CH2:10][CH2:9][CH2:8][CH2:7][O:6]1)[C:2]#[CH:3].I[C:12]1[CH:13]=[CH:14][C:15]([NH2:18])=[N:16][CH:17]=1.O.C(Cl)Cl. The catalyst is C(NCC)C.[Cu]I.Cl[Pd](Cl)([P](C1C=CC=CC=1)(C1C=CC=CC=1)C1C=CC=CC=1)[P](C1C=CC=CC=1)(C1C=CC=CC=1)C1C=CC=CC=1. The product is [O:6]1[CH2:7][CH2:8][CH2:9][CH2:10][CH:5]1[O:4][CH2:1][C:2]#[C:3][C:12]1[CH:13]=[CH:14][C:15]([NH2:18])=[N:16][CH:17]=1. The yield is 0.500. (6) The reactants are [Cl:1][C:2]1[CH:7]=[CH:6][C:5]([N+:8]([O-:10])=[O:9])=[CH:4][C:3]=1[SH:11].[Cl:12][C:13]([CH2:15]Cl)=[CH2:14].C([O-])([O-])=O.[K+].[K+].CCOC(C)=O. The catalyst is CN(C=O)C.O. The product is [Cl:1][C:2]1[CH:7]=[CH:6][C:5]([N+:8]([O-:10])=[O:9])=[CH:4][C:3]=1[S:11][CH2:15][C:13]([Cl:12])=[CH2:14]. The yield is 0.890. (7) The reactants are [F:1][C:2]1[CH:3]=[C:4]([CH:20]=[CH:21][C:22]=1[F:23])[CH2:5][N:6]1[CH:15]=[CH:14][C:13]2[C:8](=[CH:9][C:10]([C:16]([OH:18])=O)=[CH:11][CH:12]=2)[C:7]1=[O:19].[N:24]1[CH:29]=[C:28]([CH2:30][NH2:31])[CH:27]=[N:26][CH:25]=1. No catalyst specified. The product is [N:24]1[CH:29]=[C:28]([CH2:30][NH:31][C:16]([C:10]2[CH:9]=[C:8]3[C:13]([CH:14]=[CH:15][N:6]([CH2:5][C:4]4[CH:20]=[CH:21][C:22]([F:23])=[C:2]([F:1])[CH:3]=4)[C:7]3=[O:19])=[CH:12][CH:11]=2)=[O:18])[CH:27]=[N:26][CH:25]=1. The yield is 0.470. (8) The reactants are C([O:3][CH2:4][CH2:5][O:6][NH:7][C:8]([C:10]1[C:11]([NH:19][C:20]2[CH:25]=[CH:24][C:23]([S:26][CH3:27])=[CH:22][C:21]=2[F:28])=[C:12]2[C:16](=[CH:17][CH:18]=1)[NH:15][N:14]=[CH:13]2)=[O:9])=C.Cl. The catalyst is CO. The product is [OH:3][CH2:4][CH2:5][O:6][NH:7][C:8]([C:10]1[C:11]([NH:19][C:20]2[CH:25]=[CH:24][C:23]([S:26][CH3:27])=[CH:22][C:21]=2[F:28])=[C:12]2[C:16](=[CH:17][CH:18]=1)[NH:15][N:14]=[CH:13]2)=[O:9]. The yield is 0.550. (9) The reactants are [F:1][C:2]1[CH:7]=[CH:6][C:5](/[CH:8]=[C:9]2/[C:10](=[O:16])[N:11]=[C:12](SC)[S:13]/2)=[C:4]([OH:17])[CH:3]=1.[CH3:18][CH:19]1[NH:23][NH:22][C:21](=[O:24])[CH2:20]1.C(OCC)(=O)/C=C/C.C(N(CC)CC)C. The catalyst is C(O)C. The product is [F:1][C:2]1[CH:7]=[CH:6][C:5](/[CH:8]=[C:9]2/[C:10](=[O:16])[N:11]=[C:12]([N:23]3[CH:19]([CH3:18])[CH2:20][C:21](=[O:24])[NH:22]3)[S:13]/2)=[C:4]([OH:17])[CH:3]=1. The yield is 0.0900.